Dataset: Full USPTO retrosynthesis dataset with 1.9M reactions from patents (1976-2016). Task: Predict the reactants needed to synthesize the given product. Given the product [C:46]([O:54][C:55]1[CH:56]=[C:57]([CH:60]=[CH:61][C:62]=1[Cl:63])[CH2:58][N:40]([C:37]1[CH:36]=[CH:35][C:34]([C:32]#[N:33])=[CH:39][CH:38]=1)[N:41]1[CH:42]=[N:43][N:44]=[CH:45]1)(=[O:53])[C:47]1[CH:52]=[CH:51][CH:50]=[CH:49][CH:48]=1, predict the reactants needed to synthesize it. The reactants are: C(OC1C=C(C=CC=1)CN(C1C=CC(C#N)=CC=1)N1C=NN=C1)C1C=CC=CC=1.[H-].[Na+].[C:32]([C:34]1[CH:39]=[CH:38][C:37]([NH:40][N:41]2[CH:45]=[N:44][N:43]=[CH:42]2)=[CH:36][CH:35]=1)#[N:33].[C:46]([O:54][C:55]1[CH:56]=[C:57]([CH:60]=[CH:61][C:62]=1[Cl:63])[CH2:58]Br)(=[O:53])[C:47]1[CH:52]=[CH:51][CH:50]=[CH:49][CH:48]=1.